From a dataset of Catalyst prediction with 721,799 reactions and 888 catalyst types from USPTO. Predict which catalyst facilitates the given reaction. (1) Reactant: [CH3:1][N:2]1[C:10]2[C:5](=[N:6][C:7]([CH3:12])=[CH:8][C:9]=2O)[C:4]([C:13]2[CH:18]=[CH:17][C:16]([N:19]3[CH:23]=[CH:22][CH:21]=[N:20]3)=[CH:15][C:14]=2[CH3:24])=[N:3]1.P(Cl)(Cl)([Cl:27])=O. Product: [Cl:27][C:9]1[CH:8]=[C:7]([CH3:12])[N:6]=[C:5]2[C:4]([C:13]3[CH:18]=[CH:17][C:16]([N:19]4[CH:23]=[CH:22][CH:21]=[N:20]4)=[CH:15][C:14]=3[CH3:24])=[N:3][N:2]([CH3:1])[C:10]=12. The catalyst class is: 10. (2) Reactant: [NH2:1][C:2]1[N:7]=[C:6]([N:8]2[C@H:13]([CH3:14])[CH2:12][CH2:11][C@H:10]([C:15]([NH:17][C:18]3[CH:23]=[CH:22][CH:21]=[CH:20][CH:19]=3)=[O:16])[CH2:9]2)[CH:5]=[C:4]([C:24]2[CH:29]=[CH:28][C:27]([C:30]#[N:31])=[C:26](F)[CH:25]=2)[N:3]=1.[NH2:33][NH2:34]. Product: [NH2:1][C:2]1[N:7]=[C:6]([N:8]2[C@H:13]([CH3:14])[CH2:12][CH2:11][C@H:10]([C:15]([NH:17][C:18]3[CH:23]=[CH:22][CH:21]=[CH:20][CH:19]=3)=[O:16])[CH2:9]2)[CH:5]=[C:4]([C:24]2[CH:25]=[C:26]3[C:27]([C:30]([NH2:31])=[N:33][NH:34]3)=[CH:28][CH:29]=2)[N:3]=1. The catalyst class is: 14. (3) Reactant: Cl[C:2]1[C:7]([N+:8]([O-:10])=[O:9])=[CH:6][CH:5]=[CH:4][N:3]=1.[CH3:11]B(O)O.C(=O)([O-])[O-].[K+].[K+]. Product: [CH3:11][C:2]1[C:7]([N+:8]([O-:10])=[O:9])=[CH:6][CH:5]=[CH:4][N:3]=1. The catalyst class is: 77. (4) Reactant: Cl[C:2](OC1C=CC([N+]([O-])=O)=CC=1)=[O:3].CCN(C(C)C)C(C)C.[CH3:23][N:24]1[CH2:29][CH2:28][N:27]([CH3:30])[CH2:26][C@H:25]1[CH2:31][OH:32].[F:33][C:34]1[CH:39]=[C:38]([F:40])[CH:37]=[CH:36][C:35]=1[N:41]1[CH2:46][CH2:45][NH:44][CH2:43][CH2:42]1. Product: [F:33][C:34]1[CH:39]=[C:38]([F:40])[CH:37]=[CH:36][C:35]=1[N:41]1[CH2:42][CH2:43][N:44]([C:2]([O:32][CH2:31][C@@H:25]2[CH2:26][N:27]([CH3:30])[CH2:28][CH2:29][N:24]2[CH3:23])=[O:3])[CH2:45][CH2:46]1. The catalyst class is: 2. (5) Reactant: C([N:8]([CH2:35][CH2:36][CH2:37][CH2:38][CH2:39][C:40](=[O:60])[N:41]([CH2:51][CH2:52][CH2:53][CH2:54][CH2:55][C:56]([O:58][CH3:59])=[O:57])[CH2:42][CH2:43][CH2:44][CH2:45][CH2:46][C:47]([O:49][CH3:50])=[O:48])[CH2:9][CH2:10][CH2:11][CH2:12][CH2:13][C:14](=[O:34])[N:15]([CH2:25][CH2:26][CH2:27][CH2:28][CH2:29][C:30]([O:32][CH3:33])=[O:31])[CH2:16][CH2:17][CH2:18][CH2:19][CH2:20][C:21]([O:23][CH3:24])=[O:22])(OC(C)(C)C)=O.[F:61][C:62]([F:67])([F:66])[C:63]([OH:65])=[O:64]. Product: [OH:65][C:63]([C:62]([F:67])([F:66])[F:61])=[O:64].[CH3:50][O:49][C:47]([CH2:46][CH2:45][CH2:44][CH2:43][CH2:42][N:41]([CH2:51][CH2:52][CH2:53][CH2:54][CH2:55][C:56]([O:58][CH3:59])=[O:57])[C:40]([CH2:39][CH2:38][CH2:37][CH2:36][CH2:35][NH:8][CH2:9][CH2:10][CH2:11][CH2:12][CH2:13][C:14](=[O:34])[N:15]([CH2:16][CH2:17][CH2:18][CH2:19][CH2:20][C:21]([O:23][CH3:24])=[O:22])[CH2:25][CH2:26][CH2:27][CH2:28][CH2:29][C:30]([O:32][CH3:33])=[O:31])=[O:60])=[O:48]. The catalyst class is: 2. (6) Reactant: [N+:1]([C:4]1[CH:5]=[C:6]2[C:10](=[CH:11][CH:12]=1)[NH:9][N:8]=[C:7]2[C:13]#[N:14])([O-:3])=[O:2].[C:15]([O-])([O-])=O.[K+].[K+].N[C@H](C(O)=O)CCSC. Product: [CH3:15][N:9]1[C:10]2[C:6](=[CH:5][C:4]([N+:1]([O-:3])=[O:2])=[CH:12][CH:11]=2)[C:7]([C:13]#[N:14])=[N:8]1. The catalyst class is: 44. (7) Reactant: O1[C:5]2([CH2:10][CH2:9][CH:8]([O:11][C:12]3[CH:17]=[C:16]([CH2:18][OH:19])[CH:15]=[C:14]([C:20]([F:23])([F:22])[F:21])[N:13]=3)[CH2:7][CH2:6]2)[O:4]CC1.Cl.O.C([O-])(O)=O.[Na+]. Product: [OH:19][CH2:18][C:16]1[CH:15]=[C:14]([C:20]([F:22])([F:23])[F:21])[N:13]=[C:12]([O:11][CH:8]2[CH2:9][CH2:10][C:5](=[O:4])[CH2:6][CH2:7]2)[CH:17]=1. The catalyst class is: 21. (8) Reactant: [CH3:1][O:2][C:3]1[CH:8]=[CH:7][C:6]([C:9]2[N:14]=[N:13][C:12]([NH:15][C:16]([C:18]3[CH:34]=[CH:33][C:21]([O:22][C@@H:23]4[CH2:28][CH2:27][C@H:26]([C:29]([O:31]C)=[O:30])[CH2:25][CH2:24]4)=[CH:20][CH:19]=3)=[O:17])=[CH:11][CH:10]=2)=[CH:5][CH:4]=1.O.[OH-].[Li+].S(=O)(O)O. Product: [CH3:1][O:2][C:3]1[CH:4]=[CH:5][C:6]([C:9]2[N:14]=[N:13][C:12]([NH:15][C:16]([C:18]3[CH:34]=[CH:33][C:21]([O:22][C@@H:23]4[CH2:24][CH2:25][C@H:26]([C:29]([OH:31])=[O:30])[CH2:27][CH2:28]4)=[CH:20][CH:19]=3)=[O:17])=[CH:11][CH:10]=2)=[CH:7][CH:8]=1. The catalyst class is: 30.